From a dataset of Full USPTO retrosynthesis dataset with 1.9M reactions from patents (1976-2016). Predict the reactants needed to synthesize the given product. (1) Given the product [CH2:1]([C:6]1[S:7][CH:8]=[C:9]([C:11]2([NH2:12])[CH2:14][CH2:13]2)[N:10]=1)[C:2]([CH3:5])([CH3:4])[CH3:3], predict the reactants needed to synthesize it. The reactants are: [CH2:1]([C:6]1[S:7][CH:8]=[C:9]([C:11]#[N:12])[N:10]=1)[C:2]([CH3:5])([CH3:4])[CH3:3].[CH3:13][CH2:14][Mg+].[Br-].B(F)(F)F.CCOCC.Cl.[OH-].[Na+]. (2) Given the product [S:43](=[O:45])(=[O:44])([O:35][CH2:34][C@@H:10]1[CH2:11][C@@H:12]([O:14][C:15]2[CH:20]=[C:19]([NH:21][C@@H:22]3[C:30]4[C:25](=[CH:26][C:27]([Cl:31])=[CH:28][CH:29]=4)[CH2:24][C@@H:23]3[O:32][CH3:33])[N:18]=[CH:17][N:16]=2)[CH2:13][C@@H:9]1[OH:8])[NH2:46], predict the reactants needed to synthesize it. The reactants are: [Si]([O:8][C@H:9]1[CH2:13][C@H:12]([O:14][C:15]2[CH:20]=[C:19]([NH:21][C@@H:22]3[C:30]4[C:25](=[CH:26][C:27]([Cl:31])=[CH:28][CH:29]=4)[CH2:24][C@@H:23]3[O:32][CH3:33])[N:18]=[CH:17][N:16]=2)[CH2:11][C@H:10]1[CH2:34][OH:35])(C(C)(C)C)(C)C.CN(C)C(=O)C.Cl[S:43]([NH2:46])(=[O:45])=[O:44].Cl.C(=O)([O-])[O-].[Na+].[Na+].O. (3) Given the product [C:1]([C:5]1[S:13][C:12]2[C:11]([NH:29][C:26]3[CH:27]=[C:28]([CH3:30])[NH:24][N:25]=3)=[N:10][C:9]([C:15]([C:17]3[CH:22]=[CH:21][C:20]([F:23])=[CH:19][CH:18]=3)=[O:16])=[N:8][C:7]=2[CH:6]=1)([CH3:4])([CH3:3])[CH3:2], predict the reactants needed to synthesize it. The reactants are: [C:1]([C:5]1[S:13][C:12]2[C:11](Cl)=[N:10][C:9]([C:15]([C:17]3[CH:22]=[CH:21][C:20]([F:23])=[CH:19][CH:18]=3)=[O:16])=[N:8][C:7]=2[CH:6]=1)([CH3:4])([CH3:3])[CH3:2].[NH:24]1[CH:28]=[CH:27][C:26]([NH2:29])=[N:25]1.[CH3:30]CN(C(C)C)C(C)C. (4) Given the product [CH3:1][O:2][C:3](=[O:15])[C:4]1[CH:9]=[CH:8][C:7]([C:10]([F:13])([F:12])[F:11])=[N:6][C:5]=1[NH:23][NH2:24], predict the reactants needed to synthesize it. The reactants are: [CH3:1][O:2][C:3](=[O:15])[C:4]1[CH:9]=[CH:8][C:7]([C:10]([F:13])([F:12])[F:11])=[N:6][C:5]=1Br.O1CCOCC1.O.[NH2:23][NH2:24]. (5) Given the product [Br:1][C:2]1[CH:7]=[CH:6][C:5]([C:8]2[CH:9]=[N:10][C:11]3[N:12]([C:17]([CH2:20][C:21]4[CH:22]=[C:23]5[C:28](=[CH:29][CH:30]=4)[N:27]=[CH:26][CH:25]=[CH:24]5)=[CH:18][N:14]=3)[N:13]=2)=[CH:4][C:3]=1[F:15], predict the reactants needed to synthesize it. The reactants are: [Br:1][C:2]1[CH:7]=[CH:6][C:5]([C:8]2[N:13]=[N:12][C:11]([NH2:14])=[N:10][CH:9]=2)=[CH:4][C:3]=1[F:15].Cl[CH:17]([CH2:20][C:21]1[CH:22]=[C:23]2[C:28](=[CH:29][CH:30]=1)[N:27]=[CH:26][CH:25]=[CH:24]2)[CH:18]=O. (6) The reactants are: P12(SP3(SP(SP(S3)(S1)=S)(=S)S2)=S)=S.C(N)=O.[C:18]([C:21]1[CH:26]=[CH:25][C:24]([C:27](=[O:30])[CH2:28]Br)=[CH:23][CH:22]=1)(=O)[CH3:19].[CH:31]([NH2:33])=[S:32].[OH-].[Na+]. Given the product [S:32]1[CH:19]=[C:18]([C:21]2[CH:26]=[CH:25][C:24]([C:27](=[O:30])[CH3:28])=[CH:23][CH:22]=2)[N:33]=[CH:31]1, predict the reactants needed to synthesize it.